Dataset: Forward reaction prediction with 1.9M reactions from USPTO patents (1976-2016). Task: Predict the product of the given reaction. (1) Given the reactants N1C=CN=C1CN1C(=O)COC2N=C(C3C=CC(C4(N)CCC4)=CC=3)C(C3C=CC=CC=3)=CC1=2.C(OC(=O)[NH:41][C:42]1([C:46]2[CH:51]=[CH:50][C:49]([C:52]3[C:53]([C:71]4[CH:76]=[CH:75][CH:74]=[CH:73][CH:72]=4)=[CH:54][C:55]4[N:60]5[C:61](=[O:69])[N:62]([CH2:64][C:65]([F:68])([F:67])[F:66])[N:63]=[C:59]5[CH2:58][O:57][C:56]=4[N:70]=3)=[CH:48][CH:47]=2)[CH2:45][CH2:44][CH2:43]1)(C)(C)C, predict the reaction product. The product is: [NH2:41][C:42]1([C:46]2[CH:47]=[CH:48][C:49]([C:52]3[C:53]([C:71]4[CH:72]=[CH:73][CH:74]=[CH:75][CH:76]=4)=[CH:54][C:55]4[N:60]5[C:61](=[O:69])[N:62]([CH2:64][C:65]([F:66])([F:67])[F:68])[N:63]=[C:59]5[CH2:58][O:57][C:56]=4[N:70]=3)=[CH:50][CH:51]=2)[CH2:43][CH2:44][CH2:45]1. (2) Given the reactants [H-].[Na+].[NH:3]1[C:11]2[C:6](=[C:7]([C:12]3[CH:13]=[N:14][C:15]4[C:20]([CH:21]=3)=[CH:19][CH:18]=[CH:17][CH:16]=4)[CH:8]=[CH:9][CH:10]=2)[CH:5]=[N:4]1.[Br:22][C:23]1[CH:30]=[C:29](F)[CH:28]=[CH:27][C:24]=1[C:25]#[N:26], predict the reaction product. The product is: [Br:22][C:23]1[CH:30]=[C:29]([N:3]2[C:11]3[C:6](=[C:7]([C:12]4[CH:13]=[N:14][C:15]5[C:20]([CH:21]=4)=[CH:19][CH:18]=[CH:17][CH:16]=5)[CH:8]=[CH:9][CH:10]=3)[CH:5]=[N:4]2)[CH:28]=[CH:27][C:24]=1[C:25]#[N:26]. (3) The product is: [O:1]1[C:5]2[CH:6]=[CH:7][C:8]([C:10]3[NH:14][N:13]=[N:12][N:11]=3)=[CH:9][C:4]=2[CH2:3][CH2:2]1. Given the reactants [O:1]1[C:5]2[CH:6]=[CH:7][C:8]([C:10]#[N:11])=[CH:9][C:4]=2[CH2:3][CH2:2]1.[N-:12]=[N+:13]=[N-:14].[Na+].CC(O)C.[OH-].[Na+], predict the reaction product. (4) Given the reactants [CH2:1]([O:3][C:4]1[CH:9]=[CH:8][CH:7]=[CH:6][C:5]=1[CH:10]1[NH:14][C:13](=[O:15])[CH2:12][CH2:11]1)[CH3:2].Br[CH2:17][C:18]1[CH:23]=[CH:22][C:21]([F:24])=[CH:20][CH:19]=1, predict the reaction product. The product is: [CH2:1]([O:3][C:4]1[CH:9]=[CH:8][CH:7]=[CH:6][C:5]=1[CH:10]1[N:14]([CH2:17][C:18]2[CH:23]=[CH:22][C:21]([F:24])=[CH:20][CH:19]=2)[C:13](=[O:15])[CH2:12][CH2:11]1)[CH3:2]. (5) The product is: [CH2:1]([C@H:5]1[CH2:9][CH2:8][N:7]([C@@H:10]([CH2:24][CH:23]=[CH2:22])[C:11]([O:13][CH3:14])=[O:12])[C:6]1=[O:15])[CH2:2][CH2:3][CH3:4]. Given the reactants [CH2:1]([C@H:5]1[CH2:9][CH2:8][N:7]([CH2:10][C:11]([O:13][CH3:14])=[O:12])[C:6]1=[O:15])[CH2:2][CH2:3][CH3:4].[Li].C[Si]([NH-])(C)C.[CH2:22](Br)[CH:23]=[CH2:24], predict the reaction product. (6) Given the reactants C(O)(C(F)(F)F)=O.[NH2:8][C:9](=[O:50])[CH2:10][C:11]1[CH:49]=[CH:48][CH:47]=[CH:46][C:12]=1[CH2:13][CH2:14][C:15]1[C:20]([C:21]([F:24])([F:23])[F:22])=[CH:19][N:18]=[C:17]([NH:25][C:26]2[CH:31]=[CH:30][C:29]([CH:32]3[CH2:37][CH2:36][N:35](C(OC(C)(C)C)=O)[CH2:34][CH2:33]3)=[C:28]([CH3:45])[CH:27]=2)[N:16]=1, predict the reaction product. The product is: [CH3:45][C:28]1[CH:27]=[C:26]([NH:25][C:17]2[N:16]=[C:15]([CH2:14][CH2:13][C:12]3[CH:46]=[CH:47][CH:48]=[CH:49][C:11]=3[CH2:10][C:9]([NH2:8])=[O:50])[C:20]([C:21]([F:24])([F:22])[F:23])=[CH:19][N:18]=2)[CH:31]=[CH:30][C:29]=1[CH:32]1[CH2:37][CH2:36][NH:35][CH2:34][CH2:33]1.